Dataset: Reaction yield outcomes from USPTO patents with 853,638 reactions. Task: Predict the reaction yield, written as a fraction of the theoretical maximum amount of product (1.0 means a 100% yield; for example, 0.34 means a 34% yield). (1) The reactants are Br[C:2]1[CH:13]=[C:12]([O:14][C@@H:15]([C@H:17]2[CH2:21][NH:20][C:19](=[O:22])[CH2:18]2)[CH3:16])[C:5]2[N:6]([CH:9]3[CH2:11][CH2:10]3)[CH:7]=[N:8][C:4]=2[CH:3]=1.C([Sn](CCCC)(CCCC)[C:28]1[CH:33]=[N:32][CH:31]=[CH:30][N:29]=1)CCC. The catalyst is Cl[Pd](Cl)([P](C1C=CC=CC=1)(C1C=CC=CC=1)C1C=CC=CC=1)[P](C1C=CC=CC=1)(C1C=CC=CC=1)C1C=CC=CC=1.O1CCOCC1. The product is [CH:9]1([N:6]2[C:5]3[C:12]([O:14][C@@H:15]([C@H:17]4[CH2:21][NH:20][C:19](=[O:22])[CH2:18]4)[CH3:16])=[CH:13][C:2]([C:28]4[CH:33]=[N:32][CH:31]=[CH:30][N:29]=4)=[CH:3][C:4]=3[N:8]=[CH:7]2)[CH2:11][CH2:10]1. The yield is 0.230. (2) The reactants are [Cl:1][C:2]1[NH:3][CH:4]=[C:5]([I:7])[N:6]=1.S(=O)(=O)(O)O.[N+:13]([O-])([OH:15])=[O:14]. No catalyst specified. The product is [Cl:1][C:2]1[NH:6][C:5]([I:7])=[C:4]([N+:13]([O-:15])=[O:14])[N:3]=1. The yield is 0.670. (3) The product is [CH3:8][C:7]1[O:6][C:5]([C:9]2[CH:18]=[CH:17][C:12]([C:13]([O:15][CH3:16])=[O:14])=[CH:11][CH:10]=2)=[N:4][C:3]=1[CH2:2][S:32]([C:29]1[CH:28]=[CH:27][C:26]([CH2:25][N:19]2[CH2:24][CH2:23][CH2:22][CH2:21][CH2:20]2)=[CH:31][CH:30]=1)(=[O:33])=[O:34]. The catalyst is CN(C)C=O. The yield is 0.530. The reactants are Cl[CH2:2][C:3]1[N:4]=[C:5]([C:9]2[CH:18]=[CH:17][C:12]([C:13]([O:15][CH3:16])=[O:14])=[CH:11][CH:10]=2)[O:6][C:7]=1[CH3:8].[N:19]1([CH2:25][C:26]2[CH:31]=[CH:30][C:29]([S:32]([O-:34])=[O:33])=[CH:28][CH:27]=2)[CH2:24][CH2:23][CH2:22][CH2:21][CH2:20]1.[Li+].C(=O)([O-])[O-].[K+].[K+].O. (4) The reactants are [CH2:1]([N:3]1[C:11]2[C:6](=[CH:7][CH:8]=[C:9]([C:12]([F:15])([F:14])[F:13])[CH:10]=2)[C:5]([C:16]#[N:17])=[CH:4]1)[CH3:2].[Li+].CC([N-]C(C)C)C.[Cl:26]C(Cl)(Cl)C(Cl)(Cl)Cl. The catalyst is C1COCC1. The product is [Cl:26][C:4]1[N:3]([CH2:1][CH3:2])[C:11]2[C:6]([C:5]=1[C:16]#[N:17])=[CH:7][CH:8]=[C:9]([C:12]([F:13])([F:15])[F:14])[CH:10]=2. The yield is 0.640.